From a dataset of Forward reaction prediction with 1.9M reactions from USPTO patents (1976-2016). Predict the product of the given reaction. (1) Given the reactants Br[C:2]1[C:3](Cl)=[N:4][CH:5]=[C:6]([CH:21]=1)[C:7]([NH:9][C:10]1[CH:15]=[CH:14][C:13]([O:16][C:17]([F:20])([F:19])[F:18])=[CH:12][CH:11]=1)=[O:8].[NH:23]1[CH2:27][CH2:26][CH:25]([OH:28])[CH2:24]1.CCN(C(C)C)C(C)C.[N:38]1[CH:43]=[C:42](B(O)O)[CH:41]=[N:40][CH:39]=1.C([O-])([O-])=O.[Na+].[Na+], predict the reaction product. The product is: [OH:28][CH:25]1[CH2:26][CH2:27][N:23]([C:3]2[C:2]([C:42]3[CH:43]=[N:38][CH:39]=[N:40][CH:41]=3)=[CH:21][C:6]([C:7]([NH:9][C:10]3[CH:15]=[CH:14][C:13]([O:16][C:17]([F:20])([F:19])[F:18])=[CH:12][CH:11]=3)=[O:8])=[CH:5][N:4]=2)[CH2:24]1. (2) The product is: [NH2:1][CH2:2][C:3]([NH:5][C:6]1[CH:11]=[C:10]([OH:12])[CH:9]=[CH:8][C:7]=1[S:20](=[O:32])(=[O:33])[NH:21][C:22]1[CH:23]=[CH:24][C:25]2[CH2:29][O:28][B:27]([OH:30])[C:26]=2[CH:31]=1)=[O:4]. Given the reactants [NH2:1][CH2:2][C:3]([NH:5][C:6]1[CH:11]=[C:10]([O:12]CC2C=CC=CC=2)[CH:9]=[CH:8][C:7]=1[S:20](=[O:33])(=[O:32])[NH:21][C:22]1[CH:23]=[CH:24][C:25]2[CH2:29][O:28][B:27]([OH:30])[C:26]=2[CH:31]=1)=[O:4], predict the reaction product. (3) Given the reactants [CH3:1][C:2]1[CH:3]=[C:4]([C:8]2[O:12][C:11]([NH:13][C:14]3[CH:15]=[CH:16][CH:17]=[C:18]4[C:23]=3[CH2:22][C:21](=[O:24])[CH2:20][CH2:19]4)=[N:10][CH:9]=2)[CH:5]=[CH:6][CH:7]=1.FC(F)(F)C1C=CC(C2OC(NC3C=CC=C4C=3CC(=O)CC4)=NC=2)=CC=1, predict the reaction product. The product is: [CH3:1][C:2]1[CH:3]=[C:4]([C:8]2[O:12][C:11]([NH:13][C:14]3[CH:15]=[CH:16][CH:17]=[C:18]4[C:23]=3[CH2:22][CH:21]([OH:24])[CH2:20][CH2:19]4)=[N:10][CH:9]=2)[CH:5]=[CH:6][CH:7]=1. (4) Given the reactants [CH:1]1(N)[CH2:6][CH2:5][CH2:4][CH2:3][CH2:2]1.C([N:10](CC)CC)C.[C:15]1(=O)[O:20][C:18](=[O:19])[C:17]2=[CH:21][CH:22]=[CH:23][CH:24]=[C:16]12.C(O)(=O)CC(CC(O)=O)(C(O)=O)O, predict the reaction product. The product is: [CH:1]1([C:17]23[CH:21]=[CH:22][CH:23]=[CH:24][CH:16]2[C:15]([NH:10][C:18]3=[O:19])=[O:20])[CH2:6][CH2:5][CH2:4][CH2:3][CH2:2]1.